From a dataset of Reaction yield outcomes from USPTO patents with 853,638 reactions. Predict the reaction yield, written as a fraction of the theoretical maximum amount of product (1.0 means a 100% yield; for example, 0.34 means a 34% yield). (1) The product is [CH3:1][C:2]1[CH:3]=[C:4]([CH:35]=[C:36]([CH3:38])[CH:37]=1)[C:5]([N:7]([C@H:28]([CH2:33][CH3:34])[C:29]([CH3:32])([CH3:31])[CH3:30])[NH:8][C:9]([C:10]1[CH:15]=[CH:14][C:13]2[CH:16]=[N:41][NH:40][B:18]([OH:19])[C:12]=2[CH:11]=1)=[O:27])=[O:6]. The yield is 0.665. The catalyst is CCO. The reactants are [CH3:1][C:2]1[CH:3]=[C:4]([CH:35]=[C:36]([CH3:38])[CH:37]=1)[C:5]([N:7]([C@H:28]([CH2:33][CH3:34])[C:29]([CH3:32])([CH3:31])[CH3:30])[NH:8][C:9](=[O:27])[C:10]1[CH:15]=[CH:14][C:13]([CH:16]=O)=[C:12]([B:18]2OC(C)(C)C(C)(C)[O:19]2)[CH:11]=1)=[O:6].O.[NH2:40][NH2:41].C(Cl)Cl. (2) The reactants are Cl.[Cl:2][C:3]1[CH:4]=[C:5]([N:9]2[C:13]([CH2:14][NH2:15])=[CH:12][C:11]([C:16]([F:19])([F:18])[F:17])=[N:10]2)[CH:6]=[CH:7][CH:8]=1.[OH:20][CH2:21][C:22]([C:26]1[CH:31]=[CH:30][C:29]([NH:32][C:33](=O)[O:34]C2C=CC=CC=2)=[CH:28][CH:27]=1)([OH:25])[CH2:23][OH:24]. The catalyst is C1COCC1. The product is [Cl:2][C:3]1[CH:4]=[C:5]([N:9]2[C:13]([CH2:14][NH:15][C:33]([NH:32][C:29]3[CH:28]=[CH:27][C:26]([C:22]([OH:25])([CH2:21][OH:20])[CH2:23][OH:24])=[CH:31][CH:30]=3)=[O:34])=[CH:12][C:11]([C:16]([F:17])([F:18])[F:19])=[N:10]2)[CH:6]=[CH:7][CH:8]=1. The yield is 0.750. (3) The reactants are [Br-].[CH3:2][C:3]1[CH:28]=[CH:27][CH:26]=[C:25]([CH3:29])[C:4]=1[CH2:5][P+](C1C=CC=CC=1)(C1C=CC=CC=1)C1C=CC=CC=1.[CH:30]([C:32]1[CH:33]=[C:34]([CH:39]=[CH:40][CH:41]=1)[C:35]([O:37][CH3:38])=[O:36])=O. No catalyst specified. The product is [CH3:29][C:25]1[CH:26]=[CH:27][CH:28]=[C:3]([CH3:2])[C:4]=1[CH:5]=[CH:30][C:32]1[CH:33]=[C:34]([CH:39]=[CH:40][CH:41]=1)[C:35]([O:37][CH3:38])=[O:36]. The yield is 0.710. (4) The reactants are [F:1][C:2]1[CH:3]=[C:4]([CH2:9][C:10]([C:12]2[CH:17]=[CH:16][CH:15]=[CH:14][CH:13]=2)=O)[CH:5]=[CH:6][C:7]=1[F:8].[CH2:18]([O:20][C:21]1[CH:22]=[C:23]([CH:26]=[C:27]([N+:30]([O-:32])=[O:31])[C:28]=1[OH:29])[CH:24]=O)[CH3:19].[NH2:33][C:34]([NH2:36])=[O:35].Cl. The catalyst is C(O)C. The product is [F:1][C:2]1[CH:3]=[C:4]([C:9]2[CH:24]([C:23]3[CH:26]=[C:27]([N+:30]([O-:32])=[O:31])[C:28]([OH:29])=[C:21]([O:20][CH2:18][CH3:19])[CH:22]=3)[NH:33][C:34](=[O:35])[NH:36][C:10]=2[C:12]2[CH:17]=[CH:16][CH:15]=[CH:14][CH:13]=2)[CH:5]=[CH:6][C:7]=1[F:8]. The yield is 0.433. (5) The reactants are ClC(Cl)(Cl)C([N:5]1[CH2:10][CH2:9][N:8]([C:11]2[CH:20]=[C:19]([S:21]([N:24]3[C:32]4[C:27](=[CH:28][CH:29]=[C:30]([Cl:33])[CH:31]=4)[C:26]([CH3:34])=[CH:25]3)(=[O:23])=[O:22])[C:18]3[C:13](=[CH:14][CH:15]=[CH:16][CH:17]=3)[C:12]=2[O:35][CH3:36])[CH2:7][CH2:6]1)=O.[OH-].[K+]. The catalyst is C1COCC1. The product is [Cl:33][C:30]1[CH:31]=[C:32]2[C:27]([C:26]([CH3:34])=[CH:25][N:24]2[S:21]([C:19]2[C:18]3[C:13](=[CH:14][CH:15]=[CH:16][CH:17]=3)[C:12]([O:35][CH3:36])=[C:11]([N:8]3[CH2:7][CH2:6][NH:5][CH2:10][CH2:9]3)[CH:20]=2)(=[O:23])=[O:22])=[CH:28][CH:29]=1. The yield is 0.821. (6) The reactants are [CH3:1][N:2]([S:15]([C:18]1[N:19]([CH3:23])[CH:20]=[CH:21][N:22]=1)(=[O:17])=[O:16])[C:3]1[CH:4]=[CH:5][CH:6]=[C:7]2[C:11]=1[NH:10][C:9]([C:12](O)=[O:13])=[CH:8]2.[CH2:24]([S:31][CH:32]([CH:35]([O:38][CH3:39])[O:36][CH3:37])[CH2:33][NH2:34])[C:25]1[CH:30]=[CH:29][CH:28]=[CH:27][CH:26]=1.C(N(C(C)C)C(C)C)C.F[P-](F)(F)(F)(F)F.N1(OC(N(C)C)=[N+](C)C)C2N=CC=CC=2N=N1. The catalyst is CN(C)C=O.C(OCC)(=O)C. The product is [CH2:24]([S:31][CH:32]([CH:35]([O:36][CH3:37])[O:38][CH3:39])[CH2:33][NH:34][C:12]([C:9]1[NH:10][C:11]2[C:7]([CH:8]=1)=[CH:6][CH:5]=[CH:4][C:3]=2[N:2]([CH3:1])[S:15]([C:18]1[N:19]([CH3:23])[CH:20]=[CH:21][N:22]=1)(=[O:17])=[O:16])=[O:13])[C:25]1[CH:30]=[CH:29][CH:28]=[CH:27][CH:26]=1. The yield is 1.00. (7) The reactants are [CH3:1][C:2]1[CH:7]=[C:6]([CH3:8])[NH:5][C:4](=[O:9])[C:3]=1[CH2:10][NH:11][C:12]([C:14]1[CH:15]=[C:16]([C:30]2[CH:35]=[CH:34][CH:33]=[C:32]([CH:36]=O)[CH:31]=2)[CH:17]=[C:18]([N:21]([CH2:28][CH3:29])[CH:22]2[CH2:27][CH2:26][O:25][CH2:24][CH2:23]2)[C:19]=1[CH3:20])=[O:13].[NH:38]1[CH2:43][CH2:42][O:41][CH2:40][CH2:39]1.C(O)(=O)C.C(O[BH-](OC(=O)C)OC(=O)C)(=O)C.[Na+]. The catalyst is ClC(Cl)C.ClCCl. The product is [CH3:1][C:2]1[CH:7]=[C:6]([CH3:8])[NH:5][C:4](=[O:9])[C:3]=1[CH2:10][NH:11][C:12]([C:14]1[CH:15]=[C:16]([C:30]2[CH:35]=[CH:34][CH:33]=[C:32]([CH2:36][N:38]3[CH2:43][CH2:42][O:41][CH2:40][CH2:39]3)[CH:31]=2)[CH:17]=[C:18]([N:21]([CH2:28][CH3:29])[CH:22]2[CH2:23][CH2:24][O:25][CH2:26][CH2:27]2)[C:19]=1[CH3:20])=[O:13]. The yield is 0.650. (8) The reactants are [CH2:1]([O:8][C:9]1[CH:10]=[C:11]([CH2:15][C:16](Cl)=[N:17][OH:18])[CH:12]=[CH:13][CH:14]=1)[C:2]1[CH:7]=[CH:6][CH:5]=[CH:4][CH:3]=1.[C:20]([C:22]1[C:23]([NH2:29])=[N:24][C:25]([NH2:28])=[CH:26][CH:27]=1)#[CH:21].C(N(CC)CC)C. The yield is 0.510. The product is [CH2:1]([O:8][C:9]1[CH:10]=[C:11]([CH:12]=[CH:13][CH:14]=1)[CH2:15][C:16]1[CH:21]=[C:20]([C:22]2[C:23]([NH2:29])=[N:24][C:25]([NH2:28])=[CH:26][CH:27]=2)[O:18][N:17]=1)[C:2]1[CH:7]=[CH:6][CH:5]=[CH:4][CH:3]=1. The catalyst is O1CCCC1. (9) The reactants are C[O:2][C:3]([C:5]1[CH:6]=[CH:7][C:8]2[CH:12]=[C:11]([C:13]([O:15][CH2:16][CH3:17])=[O:14])[S:10][C:9]=2[CH:18]=1)=[O:4].[Li+].[I-]. The catalyst is N1C=CC=CC=1. The product is [CH3:17][CH2:16][O:15][C:13]([C:11]1[S:10][C:9]2[CH:18]=[C:5]([C:3]([OH:4])=[O:2])[CH:6]=[CH:7][C:8]=2[CH:12]=1)=[O:14]. The yield is 0.490.